This data is from PAMPA (Parallel Artificial Membrane Permeability Assay) permeability data from NCATS. The task is: Regression/Classification. Given a drug SMILES string, predict its absorption, distribution, metabolism, or excretion properties. Task type varies by dataset: regression for continuous measurements (e.g., permeability, clearance, half-life) or binary classification for categorical outcomes (e.g., BBB penetration, CYP inhibition). Dataset: pampa_ncats. (1) The drug is C1COCCC1CNC(=O)C2CC(=O)N(C2)C3=NNC4=C3C=CC(=C4)Br. The result is 1 (high permeability). (2) The result is 1 (high permeability). The compound is CCOC(=O)C1=CC=C(O1)C2=CC3=C(C=C2)N=CN=C3NCCC4=CN=CN4.